Dataset: Catalyst prediction with 721,799 reactions and 888 catalyst types from USPTO. Task: Predict which catalyst facilitates the given reaction. (1) Reactant: [CH3:1][C:2]1[S:3][CH:4]=[CH:5][CH:6]=1.[C:7]([OH:12])(=O)[C:8]([CH3:10])=[CH2:9]. Product: [CH3:1][C:2]1[S:3][C:4]2[C:7](=[O:12])[CH:8]([CH3:10])[CH2:9][C:5]=2[CH:6]=1. The catalyst class is: 4. (2) Reactant: [CH3:1][O:2][C:3](=[O:27])[CH:4]([C:20]1[CH:25]=[CH:24][CH:23]=[CH:22][C:21]=1[F:26])[C:5]1[CH:10]=[CH:9][C:8](B2OC(C)(C)C(C)(C)O2)=[CH:7][CH:6]=1.Cl[C:29]1[N:34]=[CH:33][C:32]([C:35]([F:38])([F:37])[F:36])=[CH:31][N:30]=1.C([O-])([O-])=O.[K+].[K+]. Product: [F:26][C:21]1[CH:22]=[CH:23][CH:24]=[CH:25][C:20]=1[CH:4]([C:5]1[CH:6]=[CH:7][C:8]([C:29]2[N:34]=[CH:33][C:32]([C:35]([F:38])([F:37])[F:36])=[CH:31][N:30]=2)=[CH:9][CH:10]=1)[C:3]([O:2][CH3:1])=[O:27]. The catalyst class is: 70. (3) Reactant: [Cl:1][C:2]1[CH:3]=[C:4]([C:12]2[S:13][C:14]([C:17]3[C:18]([CH2:33][CH3:34])=[C:19]([CH2:23][CH2:24][N:25]4[CH2:28][CH:27]([C:29]([O:31]C)=[O:30])[CH2:26]4)[CH:20]=[CH:21][CH:22]=3)=[CH:15][N:16]=2)[CH:5]=[CH:6][C:7]=1[O:8][CH:9]([CH3:11])[CH3:10].[OH-].[Na+]. Product: [Cl:1][C:2]1[CH:3]=[C:4]([C:12]2[S:13][C:14]([C:17]3[C:18]([CH2:33][CH3:34])=[C:19]([CH2:23][CH2:24][N:25]4[CH2:26][CH:27]([C:29]([OH:31])=[O:30])[CH2:28]4)[CH:20]=[CH:21][CH:22]=3)=[CH:15][N:16]=2)[CH:5]=[CH:6][C:7]=1[O:8][CH:9]([CH3:11])[CH3:10]. The catalyst class is: 252. (4) Reactant: [H][H].[N+:3]([C:6]1[CH:7]=[N:8][N:9]([CH:11]([C:19]2[CH:24]=[CH:23][CH:22]=[CH:21][CH:20]=2)[CH:12]2[CH2:17][CH2:16][S:15](=[O:18])[CH2:14][CH2:13]2)[CH:10]=1)([O-])=O. Product: [NH2:3][C:6]1[CH:7]=[N:8][N:9]([CH:11]([C:19]2[CH:24]=[CH:23][CH:22]=[CH:21][CH:20]=2)[CH:12]2[CH2:13][CH2:14][S:15](=[O:18])[CH2:16][CH2:17]2)[CH:10]=1. The catalyst class is: 43. (5) Reactant: [Br:1][C:2]1[CH:7]=[C:6]([F:8])[CH:5]=[CH:4][C:3]=1[F:9].[Li+].CC([N-]C(C)C)C.CN([CH:21]=[O:22])C.[NH4+].[Cl-]. Product: [Br:1][C:2]1[C:3]([F:9])=[CH:4][CH:5]=[C:6]([F:8])[C:7]=1[CH:21]=[O:22]. The catalyst class is: 1. (6) Reactant: C(OC(=O)[NH:7][C:8]1[CH:13]=[CH:12][CH:11]=[C:10]([CH2:14][N:15]2[CH:19]=[CH:18][C:17]([NH:20][C:21](=[O:40])[C@@H:22]([C:29]3[CH:34]=[CH:33][C:32]([S:35]([CH3:38])(=[O:37])=[O:36])=[C:31]([Cl:39])[CH:30]=3)[CH2:23][CH:24]3[CH2:28][CH2:27][CH2:26][CH2:25]3)=[N:16]2)[CH:9]=1)(C)(C)C.FC(F)(F)C(O)=O. Product: [NH2:7][C:8]1[CH:9]=[C:10]([CH:11]=[CH:12][CH:13]=1)[CH2:14][N:15]1[CH:19]=[CH:18][C:17]([NH:20][C:21](=[O:40])[C@@H:22]([C:29]2[CH:34]=[CH:33][C:32]([S:35]([CH3:38])(=[O:37])=[O:36])=[C:31]([Cl:39])[CH:30]=2)[CH2:23][CH:24]2[CH2:28][CH2:27][CH2:26][CH2:25]2)=[N:16]1. The catalyst class is: 2. (7) Reactant: [Br:1][C:2]1[CH:10]=[C:9]2[C:5]([C:6](=O)[C:7](=O)[NH:8]2)=[CH:4][CH:3]=1.[N:13]([O-])=O.[Na+].S(=O)(=O)(O)O.Cl.[OH2:23].[OH2:24].Cl[Sn]Cl. Product: [Br:1][C:2]1[CH:10]=[C:9]2[C:5]([C:6]([C:7]([OH:24])=[O:23])=[N:13][NH:8]2)=[CH:4][CH:3]=1. The catalyst class is: 611. (8) Reactant: Br[C:2]1[CH:3]=[CH:4][C:5]([C:8]#[C:9][C:10]([NH2:13])([CH3:12])[CH3:11])=[N:6][CH:7]=1.[CH3:14][S:15][C:16]1[N:21]=[C:20]([Sn](CCCC)(CCCC)CCCC)[CH:19]=[CH:18][N:17]=1. Product: [CH3:11][C:10]([NH2:13])([CH3:12])[C:9]#[C:8][C:5]1[CH:4]=[CH:3][C:2]([C:18]2[CH:19]=[CH:20][N:21]=[C:16]([S:15][CH3:14])[N:17]=2)=[CH:7][N:6]=1. The catalyst class is: 747. (9) Reactant: [CH3:1][C:2]1[C:10]([CH3:11])=[CH:9][CH:8]=[CH:7][C:3]=1[C:4]([OH:6])=O.CN(C(ON1N=NC2C=CC=NC1=2)=[N+](C)C)C.F[P-](F)(F)(F)(F)F.C(N(C(C)C)C(C)C)C.[O:45]1[CH2:50][CH2:49][O:48][CH2:47][CH:46]1[C:51]1[C:59]2[S:58][C:57]([NH2:60])=[N:56][C:55]=2[C:54]([O:61][CH3:62])=[CH:53][CH:52]=1. Product: [O:45]1[CH2:50][CH2:49][O:48][CH2:47][CH:46]1[C:51]1[C:59]2[S:58][C:57]([NH:60][C:4](=[O:6])[C:3]3[CH:7]=[CH:8][CH:9]=[C:10]([CH3:11])[C:2]=3[CH3:1])=[N:56][C:55]=2[C:54]([O:61][CH3:62])=[CH:53][CH:52]=1. The catalyst class is: 396.